This data is from Catalyst prediction with 721,799 reactions and 888 catalyst types from USPTO. The task is: Predict which catalyst facilitates the given reaction. Reactant: [OH:1][C:2]1[CH:7]=[C:6]([N:8]2[CH2:13][CH2:12][O:11][CH2:10][CH2:9]2)[CH:5]=[C:4]([OH:14])[C:3]=1[C:15](=[O:17])[CH3:16].C([O-])([O-])=O.[K+].[K+].[C:24](Cl)(=O)[C:25]1[CH:30]=[CH:29][C:28]([O:31][CH3:32])=[CH:27][CH:26]=1.O. Product: [OH:1][C:2]1[CH:7]=[C:6]([N:8]2[CH2:13][CH2:12][O:11][CH2:10][CH2:9]2)[CH:5]=[C:4]2[C:3]=1[C:15](=[O:17])[CH:16]=[C:24]([C:25]1[CH:30]=[CH:29][C:28]([O:31][CH3:32])=[CH:27][CH:26]=1)[O:14]2. The catalyst class is: 21.